From a dataset of CYP2C9 inhibition data for predicting drug metabolism from PubChem BioAssay. Regression/Classification. Given a drug SMILES string, predict its absorption, distribution, metabolism, or excretion properties. Task type varies by dataset: regression for continuous measurements (e.g., permeability, clearance, half-life) or binary classification for categorical outcomes (e.g., BBB penetration, CYP inhibition). Dataset: cyp2c9_veith. The molecule is NCCCN1CCN(c2ccccc2)CC1. The result is 0 (non-inhibitor).